This data is from Retrosynthesis with 50K atom-mapped reactions and 10 reaction types from USPTO. The task is: Predict the reactants needed to synthesize the given product. (1) Given the product O=C(OCCN1CCCCC1)c1[nH]c2ccccc2c1Nc1ccncc1, predict the reactants needed to synthesize it. The reactants are: O=C(O)c1[nH]c2ccccc2c1Nc1ccncc1.OCCN1CCCCC1. (2) The reactants are: Brc1c(-c2ccccn2)nn2c1CCC2.OB(O)c1ccc2[nH]ccc2c1. Given the product c1ccc(-c2nn3c(c2-c2ccc4[nH]ccc4c2)CCC3)nc1, predict the reactants needed to synthesize it.